From a dataset of Reaction yield outcomes from USPTO patents with 853,638 reactions. Predict the reaction yield, written as a fraction of the theoretical maximum amount of product (1.0 means a 100% yield; for example, 0.34 means a 34% yield). (1) The reactants are [Br:1][C:2]1[N:6]=[C:5](Br)[N:4]([CH3:8])[N:3]=1.C([Li])CCC.CCCCCC.CN(C)[CH:22]=[O:23]. The catalyst is O1CCCC1. The product is [Br:1][C:2]1[N:6]=[C:5]([CH:22]=[O:23])[N:4]([CH3:8])[N:3]=1. The yield is 0.553. (2) The reactants are S(Cl)([Cl:3])=O.[F:5][C:6]1[CH:7]=[CH:8][CH:9]=[C:10]2[C:15]=1[N:14]=[C:13]([CH3:16])[CH:12]=[C:11]2[CH2:17]O. The catalyst is C(Cl)(Cl)Cl. The product is [ClH:3].[Cl:3][CH2:17][C:11]1[C:10]2[C:15](=[C:6]([F:5])[CH:7]=[CH:8][CH:9]=2)[N:14]=[C:13]([CH3:16])[CH:12]=1. The yield is 1.00.